Dataset: Forward reaction prediction with 1.9M reactions from USPTO patents (1976-2016). Task: Predict the product of the given reaction. Given the reactants [CH:1]1(NCCC)[CH2:6][CH2:5][CH2:4][CH2:3][CH2:2]1.[CH:11]1([C:18]2[CH:27]=[CH:26][C:21]3[NH:22][C:23](=[O:25])[O:24][C:20]=3[CH:19]=2)[CH2:16][CH2:15][C:14](=O)[CH2:13][CH2:12]1, predict the reaction product. The product is: [CH:1]1([CH2:19][CH2:20][CH2:21][NH:22][C@H:14]2[CH2:15][CH2:16][C@H:11]([C:18]3[CH:27]=[CH:26][C:21]4[NH:22][C:23](=[O:25])[O:24][C:20]=4[CH:19]=3)[CH2:12][CH2:13]2)[CH2:2][CH2:3][CH2:4][CH2:5][CH2:6]1.